From a dataset of Forward reaction prediction with 1.9M reactions from USPTO patents (1976-2016). Predict the product of the given reaction. (1) The product is: [NH2:1][C:2]1=[N:3][C:4](=[O:17])[NH:5]/[C:6]/1=[CH:7]\[C:8]1[CH:13]=[CH:12][C:11]([O:14][CH2:18][C:19]2[CH:24]=[CH:23][CH:22]=[CH:21][CH:20]=2)=[C:10]([O:15][CH3:16])[CH:9]=1. Given the reactants [NH2:1][C:2]1=[N:3][C:4](=[O:17])[NH:5]/[C:6]/1=[CH:7]\[C:8]1[CH:13]=[CH:12][C:11]([OH:14])=[C:10]([O:15][CH3:16])[CH:9]=1.[CH2:18](O)[C:19]1[CH:24]=[CH:23][CH:22]=[CH:21][CH:20]=1.N(C(OCC)=O)=NC(OCC)=O.[OH-].[Na+], predict the reaction product. (2) Given the reactants [Cl:1][C:2]1[CH:3]=[C:4]2[C:8](=[CH:9][CH:10]=1)[NH:7][CH:6]=[C:5]2[CH2:11][NH2:12].CN(C([O:20][N:21]1N=N[C:23]2[CH:24]=[CH:25][CH:26]=N[C:22]1=2)=[N+](C)C)C.[F:30][P-](F)(F)(F)(F)F.C(N(CC)[CH:41]([CH3:43])[CH3:42])(C)C.C(O[CH2:50][CH3:51])(=O)C.CN([CH:55]=[O:56])C, predict the reaction product. The product is: [Cl:1][C:2]1[CH:3]=[C:4]2[C:8](=[CH:9][CH:10]=1)[NH:7][CH:6]=[C:5]2[CH2:11][NH:12][C:55]([C:22]1[CH:23]=[C:24]([CH2:25][C:26]2[CH:42]=[CH:41][CH:43]=[C:50]([F:30])[CH:51]=2)[O:20][N:21]=1)=[O:56]. (3) The product is: [C:39]([CH2:38][C:7]1[N:8]([C:27]2[CH:32]=[CH:31][C:30]([O:33][C:34]([F:37])([F:35])[F:36])=[CH:29][CH:28]=2)[C:9]2[C:14]([C:6]=1[C:4]([OH:5])=[O:3])=[CH:13][C:12]([O:15][C:16]1[C:25]3[C:20](=[CH:21][C:22]([Cl:26])=[CH:23][CH:24]=3)[N:19]=[CH:18][CH:17]=1)=[CH:11][CH:10]=2)([OH:41])=[O:40]. Given the reactants C([O:3][C:4]([C:6]1[C:14]2[C:9](=[CH:10][CH:11]=[C:12]([O:15][C:16]3[C:25]4[C:20](=[CH:21][C:22]([Cl:26])=[CH:23][CH:24]=4)[N:19]=[CH:18][CH:17]=3)[CH:13]=2)[N:8]([C:27]2[CH:32]=[CH:31][C:30]([O:33][C:34]([F:37])([F:36])[F:35])=[CH:29][CH:28]=2)[C:7]=1[CH2:38][C:39]([O:41]CC)=[O:40])=[O:5])C.[OH-].[Na+].O, predict the reaction product. (4) Given the reactants [CH2:1]([C:8]1[O:9][C:10]([CH3:15])=[CH:11][C:12](=O)[CH:13]=1)[C:2]1[CH:7]=[CH:6][CH:5]=[CH:4][CH:3]=1.Cl.[NH2:17]O.C([O-])(=O)C.[Na+], predict the reaction product. The product is: [CH2:1]([CH:8]1[CH:13]=[C:12]([NH2:17])[CH:11]=[C:10]([CH3:15])[O:9]1)[C:2]1[CH:7]=[CH:6][CH:5]=[CH:4][CH:3]=1. (5) The product is: [Cl:1][C:2]1[CH:7]=[C:6]([OH:8])[CH:5]=[N:4][C:3]=1[C:9]([OH:11])([CH3:14])[CH3:10]. Given the reactants [Cl:1][C:2]1[C:3]([C:9](=[O:11])[CH3:10])=[N:4][CH:5]=[C:6]([OH:8])[CH:7]=1.Br[Mg][CH3:14].C(OCC)C.[Cl-].[Na+], predict the reaction product. (6) Given the reactants [CH3:1][C@@H:2]1[CH2:7][CH:6]([NH:8]C(=O)OC(C)(C)C)[CH2:5][C@H:4]([CH3:16])[O:3]1.[ClH:17], predict the reaction product. The product is: [CH3:1][C@@H:2]1[CH2:7][CH:6]([NH2:8])[CH2:5][C@H:4]([CH3:16])[O:3]1.[ClH:17].